Dataset: Full USPTO retrosynthesis dataset with 1.9M reactions from patents (1976-2016). Task: Predict the reactants needed to synthesize the given product. (1) Given the product [NH2:34][C:35]1[N:36]=[CH:37][C:38]2[CH:43]=[CH:42][N:41]([CH2:44][C:45]([NH:8][C@H:9]([C:19]3[C:24]([C:25]4[CH:26]=[C:27]([CH:31]=[CH:32][CH:33]=4)[C:28]([NH2:30])=[O:29])=[CH:23][CH:22]=[CH:21][N:20]=3)[CH2:10][C:11]3[CH:12]=[C:13]([F:18])[CH:14]=[C:15]([F:17])[CH:16]=3)=[O:46])[C:39]=2[N:40]=1, predict the reactants needed to synthesize it. The reactants are: FC(F)(F)C(O)=O.[NH2:8][C@H:9]([C:19]1[C:24]([C:25]2[CH:26]=[C:27]([CH:31]=[CH:32][CH:33]=2)[C:28]([NH2:30])=[O:29])=[CH:23][CH:22]=[CH:21][N:20]=1)[CH2:10][C:11]1[CH:16]=[C:15]([F:17])[CH:14]=[C:13]([F:18])[CH:12]=1.[NH2:34][C:35]1[N:36]=[CH:37][C:38]2[CH:43]=[CH:42][N:41]([CH2:44][C:45](OCC)=[O:46])[C:39]=2[N:40]=1. (2) Given the product [CH3:33][NH:32][C:30]([C:29]1[C:28]2[C:23](=[CH:24][C:25]([O:34][C:2]3[CH:7]=[CH:6][N:5]=[C:4]4[CH:8]=[C:9]([C:11]5[S:12][CH:13]=[C:14]([C:16]([OH:19])([CH3:18])[CH3:17])[N:15]=5)[S:10][C:3]=34)=[CH:26][CH:27]=2)[N:22]([CH3:35])[C:21]=1[Cl:20])=[O:31], predict the reactants needed to synthesize it. The reactants are: Cl[C:2]1[CH:7]=[CH:6][N:5]=[C:4]2[CH:8]=[C:9]([C:11]3[S:12][CH:13]=[C:14]([C:16]([OH:19])([CH3:18])[CH3:17])[N:15]=3)[S:10][C:3]=12.[Cl:20][C:21]1[N:22]([CH3:35])[C:23]2[C:28]([C:29]=1[C:30]([NH:32][CH3:33])=[O:31])=[CH:27][CH:26]=[C:25]([OH:34])[CH:24]=2.C([O-])([O-])=O.[Cs+].[Cs+]. (3) Given the product [CH:8]([N:7]1[CH2:2][C@@H:3]([OH:4])[C@@H:5]1[CH3:6])([C:15]1[CH:16]=[CH:17][CH:18]=[CH:19][CH:20]=1)[C:9]1[CH:14]=[CH:13][CH:12]=[CH:11][CH:10]=1, predict the reactants needed to synthesize it. The reactants are: Br[CH2:2][CH:3]1[CH:5]([CH3:6])[O:4]1.[NH2:7][CH:8]([C:15]1[CH:20]=[CH:19][CH:18]=[CH:17][CH:16]=1)[C:9]1[CH:14]=[CH:13][CH:12]=[CH:11][CH:10]=1. (4) Given the product [O:1]1[CH:5]=[CH:4][N:3]=[C:2]1[C:12]1[CH:21]=[C:16]([C:17]([O:19][CH3:20])=[O:18])[CH:15]=[C:14]([CH:13]=1)[C:22]([O:24][CH3:25])=[O:23], predict the reactants needed to synthesize it. The reactants are: [O:1]1[CH:5]=[CH:4][N:3]=[CH:2]1.[Li]CCCC.I[C:12]1[CH:13]=[C:14]([C:22]([O:24][CH3:25])=[O:23])[CH:15]=[C:16]([CH:21]=1)[C:17]([O:19][CH3:20])=[O:18]. (5) Given the product [F:21][C:15]1[CH:16]=[CH:17][C:18]([F:20])=[CH:19][C:14]=1[S:11]([N:10]([C:6]1[CH:7]=[CH:8][CH:9]=[C:4]([C:1]([O:3][Si:27]([CH3:29])([CH3:28])[CH3:26])=[CH2:2])[C:5]=1[F:25])[CH2:22][O:23][CH3:24])(=[O:13])=[O:12], predict the reactants needed to synthesize it. The reactants are: [C:1]([C:4]1[C:5]([F:25])=[C:6]([N:10]([CH2:22][O:23][CH3:24])[S:11]([C:14]2[CH:19]=[C:18]([F:20])[CH:17]=[CH:16][C:15]=2[F:21])(=[O:13])=[O:12])[CH:7]=[CH:8][CH:9]=1)(=[O:3])[CH3:2].[CH3:26][Si:27](OS(C(F)(F)F)(=O)=O)([CH3:29])[CH3:28]. (6) The reactants are: S(Cl)(Cl)=O.[C:5]([CH2:7][CH2:8][CH:9]([C:13]1[CH:18]=[CH:17][CH:16]=[CH:15][C:14]=1[C:19]([F:22])([F:21])[F:20])[C:10](O)=[O:11])#[N:6].[BH4-].[Na+]. Given the product [OH:11][CH2:10][CH:9]([C:13]1[CH:18]=[CH:17][CH:16]=[CH:15][C:14]=1[C:19]([F:20])([F:21])[F:22])[CH2:8][CH2:7][C:5]#[N:6], predict the reactants needed to synthesize it.